This data is from Peptide-MHC class I binding affinity with 185,985 pairs from IEDB/IMGT. The task is: Regression. Given a peptide amino acid sequence and an MHC pseudo amino acid sequence, predict their binding affinity value. This is MHC class I binding data. (1) The peptide sequence is NDEVDLYLLM. The MHC is Mamu-A11 with pseudo-sequence Mamu-A11. The binding affinity (normalized) is 0.362. (2) The peptide sequence is ATHKAPQPA. The MHC is HLA-A02:06 with pseudo-sequence HLA-A02:06. The binding affinity (normalized) is 0.109. (3) The peptide sequence is TTEANAGQF. The MHC is HLA-B46:01 with pseudo-sequence HLA-B46:01. The binding affinity (normalized) is 0.0847.